This data is from NCI-60 drug combinations with 297,098 pairs across 59 cell lines. The task is: Regression. Given two drug SMILES strings and cell line genomic features, predict the synergy score measuring deviation from expected non-interaction effect. (1) Drug 1: CC1C(C(CC(O1)OC2CC(CC3=C2C(=C4C(=C3O)C(=O)C5=C(C4=O)C(=CC=C5)OC)O)(C(=O)C)O)N)O.Cl. Drug 2: C1CNP(=O)(OC1)N(CCCl)CCCl. Cell line: SN12C. Synergy scores: CSS=21.7, Synergy_ZIP=-1.23, Synergy_Bliss=4.56, Synergy_Loewe=-21.9, Synergy_HSA=2.45. (2) Drug 1: CC1C(C(CC(O1)OC2CC(CC3=C2C(=C4C(=C3O)C(=O)C5=C(C4=O)C(=CC=C5)OC)O)(C(=O)CO)O)N)O.Cl. Drug 2: CC1OCC2C(O1)C(C(C(O2)OC3C4COC(=O)C4C(C5=CC6=C(C=C35)OCO6)C7=CC(=C(C(=C7)OC)O)OC)O)O. Cell line: OVCAR-4. Synergy scores: CSS=4.78, Synergy_ZIP=-0.987, Synergy_Bliss=0.807, Synergy_Loewe=1.47, Synergy_HSA=1.44. (3) Drug 1: CC1CCC2CC(C(=CC=CC=CC(CC(C(=O)C(C(C(=CC(C(=O)CC(OC(=O)C3CCCCN3C(=O)C(=O)C1(O2)O)C(C)CC4CCC(C(C4)OC)O)C)C)O)OC)C)C)C)OC. Drug 2: CC12CCC3C(C1CCC2OP(=O)(O)O)CCC4=C3C=CC(=C4)OC(=O)N(CCCl)CCCl.[Na+]. Cell line: SW-620. Synergy scores: CSS=16.1, Synergy_ZIP=-0.539, Synergy_Bliss=4.70, Synergy_Loewe=-6.06, Synergy_HSA=1.76. (4) Drug 1: C1=CC(=C2C(=C1NCCNCCO)C(=O)C3=C(C=CC(=C3C2=O)O)O)NCCNCCO. Drug 2: CC1=C2C(C(=O)C3(C(CC4C(C3C(C(C2(C)C)(CC1OC(=O)C(C(C5=CC=CC=C5)NC(=O)C6=CC=CC=C6)O)O)OC(=O)C7=CC=CC=C7)(CO4)OC(=O)C)O)C)OC(=O)C. Cell line: CCRF-CEM. Synergy scores: CSS=48.7, Synergy_ZIP=-4.21, Synergy_Bliss=-3.15, Synergy_Loewe=-6.05, Synergy_HSA=0.0469. (5) Drug 1: C1=CC(=CC=C1CCC2=CNC3=C2C(=O)NC(=N3)N)C(=O)NC(CCC(=O)O)C(=O)O. Drug 2: CC(C1=C(C=CC(=C1Cl)F)Cl)OC2=C(N=CC(=C2)C3=CN(N=C3)C4CCNCC4)N. Cell line: NCI-H226. Synergy scores: CSS=5.03, Synergy_ZIP=-5.04, Synergy_Bliss=0.544, Synergy_Loewe=1.61, Synergy_HSA=1.84. (6) Drug 1: C1=CC(=C2C(=C1NCCNCCO)C(=O)C3=C(C=CC(=C3C2=O)O)O)NCCNCCO. Drug 2: COC1=CC(=CC(=C1O)OC)C2C3C(COC3=O)C(C4=CC5=C(C=C24)OCO5)OC6C(C(C7C(O6)COC(O7)C8=CC=CS8)O)O. Cell line: OVCAR-5. Synergy scores: CSS=34.5, Synergy_ZIP=-7.33, Synergy_Bliss=0.462, Synergy_Loewe=1.04, Synergy_HSA=4.69. (7) Drug 1: C(=O)(N)NO. Drug 2: C1CN(P(=O)(OC1)NCCCl)CCCl. Cell line: RXF 393. Synergy scores: CSS=2.21, Synergy_ZIP=-1.14, Synergy_Bliss=-2.57, Synergy_Loewe=0.00829, Synergy_HSA=-2.14.